This data is from Reaction yield outcomes from USPTO patents with 853,638 reactions. The task is: Predict the reaction yield, written as a fraction of the theoretical maximum amount of product (1.0 means a 100% yield; for example, 0.34 means a 34% yield). (1) The reactants are CN(C(ON1N=NC2C=CC=CC1=2)=[N+](C)C)C.[B-](F)(F)(F)F.[O:23]=[C:24]1[C:33]2[C:28](=[CH:29][CH:30]=[C:31]([C:34]([OH:36])=O)[CH:32]=2)[O:27][CH:26]=[CH:25]1.CCN(C(C)C)C(C)C.[NH:46]1[CH2:51][CH2:50][O:49][CH2:48][CH2:47]1. The catalyst is CN(C=O)C. The product is [N:46]1([C:34]([C:31]2[CH:32]=[C:33]3[C:28](=[CH:29][CH:30]=2)[O:27][CH:26]=[CH:25][C:24]3=[O:23])=[O:36])[CH2:51][CH2:50][O:49][CH2:48][CH2:47]1. The yield is 0.560. (2) The reactants are [Cl:1][C:2]1[CH:31]=[CH:30][CH:29]=[CH:28][C:3]=1[CH2:4][S:5][C:6]1[CH:27]=[CH:26][C:9]2[N:10](C(OC(C)(C)C)=O)[C:11]([C:13]3[CH:18]=[CH:17][CH:16]=[CH:15][N:14]=3)=[N:12][C:8]=2[CH:7]=1.ClC1C=CC=CC=1CSC1C=CC2N=C(C3C=CC=CN=3)N(C(OC(C)(C)C)=O)C=2C=1.Cl.O1CCOCC1. The catalyst is CO. The product is [Cl:1][C:2]1[CH:31]=[CH:30][CH:29]=[CH:28][C:3]=1[CH2:4][S:5][C:6]1[CH:27]=[CH:26][C:9]2[NH:10][C:11]([C:13]3[CH:18]=[CH:17][CH:16]=[CH:15][N:14]=3)=[N:12][C:8]=2[CH:7]=1. The yield is 0.380.